Dataset: Reaction yield outcomes from USPTO patents with 853,638 reactions. Task: Predict the reaction yield, written as a fraction of the theoretical maximum amount of product (1.0 means a 100% yield; for example, 0.34 means a 34% yield). (1) The reactants are [CH3:1][N:2]1[C:6]2=[N:7][CH:8]=[C:9]([C:11]#[N:12])[CH:10]=[C:5]2[CH:4]=[CH:3]1. The catalyst is N.CO.[Ni]. The product is [CH3:1][N:2]1[C:6]2=[N:7][CH:8]=[C:9]([CH2:11][NH2:12])[CH:10]=[C:5]2[CH:4]=[CH:3]1. The yield is 0.930. (2) The reactants are [Br:1]N1C(=O)CCC1=O.[NH2:9][C:10]1[C:15]([F:16])=[C:14]([C:17]2[CH:22]=[CH:21][C:20]([Cl:23])=[C:19]([O:24][CH3:25])[C:18]=2[F:26])[N:13]=[C:12]([C:27]([O:29][CH2:30][C:31]2[CH:36]=[CH:35][CH:34]=[CH:33][CH:32]=2)=[O:28])[CH:11]=1. The catalyst is ClCCCl. The product is [NH2:9][C:10]1[C:15]([F:16])=[C:14]([C:17]2[CH:22]=[CH:21][C:20]([Cl:23])=[C:19]([O:24][CH3:25])[C:18]=2[F:26])[N:13]=[C:12]([C:27]([O:29][CH2:30][C:31]2[CH:32]=[CH:33][CH:34]=[CH:35][CH:36]=2)=[O:28])[C:11]=1[Br:1]. The yield is 0.930. (3) The product is [CH2:15]([O:14][C:7]([O:8][CH2:9][CH3:10])([O:11][CH2:12][CH3:13])[C:6]#[CH:5])[CH3:16]. The yield is 0.520. The reactants are [OH-].[Na+].C[Si](C)(C)[C:5]#[C:6][C:7]([O:14][CH2:15][CH3:16])([O:11][CH2:12][CH3:13])[O:8][CH2:9][CH3:10]. The catalyst is O.C(O)C. (4) The reactants are [Cl:1][C:2]1[CH:7]=[CH:6][C:5]([C:8]2[C:17]3[C:12](=[CH:13][CH:14]=[C:15]([C:18]([OH:20])=O)[CH:16]=3)[CH:11]=[N:10][CH:9]=2)=[CH:4][CH:3]=1.C(N(CC)C(C)C)(C)C.F[P-](F)(F)(F)(F)F.N1(OC(N(C)C)=[N+](C)C)C2N=CC=CC=2N=N1.Cl.[CH3:55][S:56]([C:59]1[CH:60]=[C:61]([CH:65]([NH2:67])[CH3:66])[CH:62]=[CH:63][CH:64]=1)(=[O:58])=[O:57]. The catalyst is CN(C)C=O. The product is [Cl:1][C:2]1[CH:7]=[CH:6][C:5]([C:8]2[C:17]3[C:12](=[CH:13][CH:14]=[C:15]([C:18]([NH:67][CH:65]([C:61]4[CH:62]=[CH:63][CH:64]=[C:59]([S:56]([CH3:55])(=[O:58])=[O:57])[CH:60]=4)[CH3:66])=[O:20])[CH:16]=3)[CH:11]=[N:10][CH:9]=2)=[CH:4][CH:3]=1. The yield is 0.480. (5) The reactants are [CH2:1]([O:8][CH2:9][C@@H:10]1[CH2:14][CH2:13][CH2:12][N:11]1[S:15]([C:18]1[CH:19]=[C:20]2[C:24](=[CH:25][CH:26]=1)[N:23]([CH2:27][C:28]([CH3:32])([CH3:31])[C:29]#[N:30])[C:22](=O)[C:21]12[O:38][CH2:37][CH2:36][CH2:35][O:34]1)(=[O:17])=[O:16])[C:2]1[CH:7]=[CH:6][CH:5]=[CH:4][CH:3]=1.N.C1COCC1. The catalyst is [Ni].CCO. The product is [CH2:1]([O:8][CH2:9][C@@H:10]1[CH2:14][CH2:13][CH2:12][N:11]1[S:15]([C:18]1[CH:26]=[CH:25][C:24]2[N:23]3[CH2:27][C:28]([CH3:31])([CH3:32])[CH2:29][N:30]=[C:22]3[C:21]3([O:34][CH2:35][CH2:36][CH2:37][O:38]3)[C:20]=2[CH:19]=1)(=[O:17])=[O:16])[C:2]1[CH:7]=[CH:6][CH:5]=[CH:4][CH:3]=1. The yield is 0.600.